This data is from Peptide-MHC class I binding affinity with 185,985 pairs from IEDB/IMGT. The task is: Regression. Given a peptide amino acid sequence and an MHC pseudo amino acid sequence, predict their binding affinity value. This is MHC class I binding data. (1) The peptide sequence is SLISDQLLM. The binding affinity (normalized) is 0.189. The MHC is HLA-A32:01 with pseudo-sequence HLA-A32:01. (2) The peptide sequence is NMFNISFRF. The MHC is HLA-B08:01 with pseudo-sequence HLA-B08:01. The binding affinity (normalized) is 0.321. (3) The peptide sequence is RSTLANGWY. The MHC is HLA-A02:03 with pseudo-sequence HLA-A02:03. The binding affinity (normalized) is 0.0847. (4) The peptide sequence is RLFSYNFTT. The MHC is HLA-A02:01 with pseudo-sequence HLA-A02:01. The binding affinity (normalized) is 1.00. (5) The peptide sequence is FIFLLFLTL. The MHC is HLA-A02:06 with pseudo-sequence HLA-A02:06. The binding affinity (normalized) is 0.600. (6) The peptide sequence is AYIAFPTSCHMFI. The MHC is HLA-B45:01 with pseudo-sequence HLA-B45:01. The binding affinity (normalized) is 0. (7) The peptide sequence is MTACDDGRR. The binding affinity (normalized) is 0.118. The MHC is HLA-A02:02 with pseudo-sequence HLA-A02:02. (8) The peptide sequence is LLVDLLWLL. The MHC is HLA-A24:02 with pseudo-sequence HLA-A24:02. The binding affinity (normalized) is 0.0218. (9) The MHC is HLA-A24:02 with pseudo-sequence HLA-A24:02. The peptide sequence is PYRSLIRFPI. The binding affinity (normalized) is 0.444.